This data is from Reaction yield outcomes from USPTO patents with 853,638 reactions. The task is: Predict the reaction yield, written as a fraction of the theoretical maximum amount of product (1.0 means a 100% yield; for example, 0.34 means a 34% yield). (1) The reactants are FC1C=CC=C(OC)C=1OC1C([N+]([O-])=O)=C(C)C=CC=1.BrN1C(=O)CCC1=O.C(OO[C:39](=[O:46])C1C=CC=CC=1)(=O)C1C=CC=CC=1.CN1CCNCC1.[F:54][C:55]1[CH:76]=[CH:75][CH:74]=[C:73]([O:77][CH3:78])[C:56]=1[O:57][C:58]1[CH:64]=[C:63]([CH2:65][N:66]2[CH2:71][CH2:70][N:69]([CH3:72])[CH2:68][CH2:67]2)[CH:62]=[CH:61][C:59]=1[NH2:60].[NH2:79][C:80]1[S:81][CH:82]=[CH:83][N:84]=1. The catalyst is C(Cl)(Cl)(Cl)Cl.C1COCC1. The product is [F:54][C:55]1[CH:76]=[CH:75][CH:74]=[C:73]([O:77][CH3:78])[C:56]=1[O:57][C:58]1[CH:64]=[C:63]([CH2:65][N:66]2[CH2:67][CH2:68][N:69]([CH3:72])[CH2:70][CH2:71]2)[CH:62]=[CH:61][C:59]=1[NH:60][C:39]([NH:79][C:80]1[S:81][CH:82]=[CH:83][N:84]=1)=[O:46]. The yield is 0.550. (2) The reactants are CO[C:3](=[O:24])[C:4]1[CH:9]=[CH:8][C:7]([O:10][CH2:11][C:12]2[C:13]([C:17]3[CH:22]=[CH:21][C:20]([Cl:23])=[CH:19][CH:18]=3)=[N:14][O:15][CH:16]=2)=[N:6][CH:5]=1.[CH:25]([NH2:28])([CH3:27])[CH3:26]. No catalyst specified. The product is [Cl:23][C:20]1[CH:19]=[CH:18][C:17]([C:13]2[C:12]([CH2:11][O:10][C:7]3[CH:8]=[CH:9][C:4]([C:3]([NH:28][CH:25]([CH3:27])[CH3:26])=[O:24])=[CH:5][N:6]=3)=[CH:16][O:15][N:14]=2)=[CH:22][CH:21]=1. The yield is 0.560. (3) The reactants are CN(C(ON1N=NC2C=CC=CC1=2)=[N+](C)C)C.F[P-](F)(F)(F)(F)F.C1C=CC2N(O)N=NC=2C=1.[CH3:35][O:36][C:37]1[CH:45]=[CH:44][CH:43]=[CH:42][C:38]=1[C:39]([OH:41])=O.CCN(C(C)C)C(C)C.O[NH:56][C:57](=[NH:71])[CH2:58][S:59][C:60]1[N:64]([CH3:65])[C:63]([C:66]2[S:67][CH:68]=[CH:69][CH:70]=2)=[N:62][N:61]=1. The catalyst is CN(C=O)C.O. The product is [CH3:35][O:36][C:37]1[CH:45]=[CH:44][CH:43]=[CH:42][C:38]=1[C:39]1[O:41][N:71]=[C:57]([CH2:58][S:59][C:60]2[N:64]([CH3:65])[C:63]([C:66]3[S:67][CH:68]=[CH:69][CH:70]=3)=[N:62][N:61]=2)[N:56]=1. The yield is 0.110. (4) The reactants are [BH4-].[Li+].[Cl:3][C:4]1[N:9]=[C:8]([C:10](OC)=[O:11])[CH:7]=[C:6]([N:14]2[CH2:19][CH2:18][O:17][CH2:16][C@H:15]2[CH3:20])[N:5]=1.O. The catalyst is C1COCC1. The product is [Cl:3][C:4]1[N:9]=[C:8]([CH2:10][OH:11])[CH:7]=[C:6]([N:14]2[CH2:19][CH2:18][O:17][CH2:16][C@H:15]2[CH3:20])[N:5]=1. The yield is 1.00. (5) The reactants are Br[C:2]1[CH:7]=[CH:6][CH:5]=[CH:4][CH:3]=1.CN(C1C(C2C(P(C3CCCCC3)C3CCCCC3)=CC=CC=2)=CC=CC=1)C.CC(C)([O-])C.[Na+].[NH2:42][C@H:43]1[C:52]2[C:47](=[CH:48][CH:49]=[C:50]([C:53]3[CH:54]=[N:55][N:56]([CH2:58][CH3:59])[CH:57]=3)[CH:51]=2)[N:46]([C:60](=[O:62])[CH3:61])[C@@H:45]([CH:63]2[CH2:65][CH2:64]2)[C@@H:44]1[CH3:66]. The catalyst is O1CCOCC1.C1C=CC(/C=C/C(/C=C/C2C=CC=CC=2)=O)=CC=1.C1C=CC(/C=C/C(/C=C/C2C=CC=CC=2)=O)=CC=1.C1C=CC(/C=C/C(/C=C/C2C=CC=CC=2)=O)=CC=1.[Pd].[Pd]. The product is [CH:63]1([C@H:45]2[C@H:44]([CH3:66])[C@@H:43]([NH:42][C:2]3[CH:7]=[CH:6][CH:5]=[CH:4][CH:3]=3)[C:52]3[C:47](=[CH:48][CH:49]=[C:50]([C:53]4[CH:54]=[N:55][N:56]([CH2:58][CH3:59])[CH:57]=4)[CH:51]=3)[N:46]2[C:60](=[O:62])[CH3:61])[CH2:64][CH2:65]1. The yield is 0.480. (6) The reactants are C([O:8][C:9]1[CH:10]=[C:11]([C:23]2[O:24][C:25]3[C:30]([C:31](=[O:43])[C:32]=2[O:33][CH2:34][P:35](=[O:42])([O:39][CH2:40][CH3:41])[O:36][CH2:37][CH3:38])=[CH:29][CH:28]=[CH:27][CH:26]=3)[CH:12]=[CH:13][C:14]=1[O:15]CC1C=CC=CC=1)C1C=CC=CC=1.[H][H]. The catalyst is [Pd].C(O)C. The product is [OH:8][C:9]1[CH:10]=[C:11]([C:23]2[O:24][C:25]3[C:30]([C:31](=[O:43])[C:32]=2[O:33][CH2:34][P:35](=[O:42])([O:39][CH2:40][CH3:41])[O:36][CH2:37][CH3:38])=[CH:29][CH:28]=[CH:27][CH:26]=3)[CH:12]=[CH:13][C:14]=1[OH:15]. The yield is 0.960. (7) The reactants are [CH3:1][O:2][C:3](=[O:18])[CH:4]([NH:7][C:8]([O:10][CH2:11][C:12]1[CH:17]=[CH:16][CH:15]=[CH:14][CH:13]=1)=[O:9])OC.P(Cl)(Cl)Cl.[CH3:23][O:24][P:25]([O:28]C)[O:26][CH3:27]. The catalyst is C1(C)C=CC=CC=1. The product is [CH2:11]([O:10][C:8]([NH:7][CH:4]([P:25]([O:26][CH3:27])([O:24][CH3:23])=[O:28])[C:3]([O:2][CH3:1])=[O:18])=[O:9])[C:12]1[CH:13]=[CH:14][CH:15]=[CH:16][CH:17]=1. The yield is 0.840. (8) The reactants are [CH3:1][O:2][C:3]1[C:8]([C:9]([O:16]CC)=[CH:10][C:11]([O:13][CH2:14][CH3:15])=[O:12])=[CH:7][CH:6]=[C:5]([O:19][CH3:20])[N:4]=1.Cl.C(=O)(O)[O-].[Na+]. The catalyst is C(Cl)Cl. The product is [CH3:1][O:2][C:3]1[C:8]([C:9](=[O:16])[CH2:10][C:11]([O:13][CH2:14][CH3:15])=[O:12])=[CH:7][CH:6]=[C:5]([O:19][CH3:20])[N:4]=1. The yield is 0.950. (9) The reactants are [CH3:1][O:2][C:3]1[CH:4]=[C:5]2[C:9](=[CH:10][CH:11]=1)[NH:8][CH:7]=[CH:6]2.C(O)(=O)C.C(OC(=O)C)(=O)C.[C:23]([OH:27])(=[O:26])[CH:24]=[CH2:25]. No catalyst specified. The product is [CH3:1][O:2][C:3]1[CH:4]=[C:5]2[C:9](=[CH:10][CH:11]=1)[NH:8][CH:7]=[C:6]2[CH2:25][CH2:24][C:23]([OH:27])=[O:26]. The yield is 0.330.